Task: Predict the reaction yield, written as a fraction of the theoretical maximum amount of product (1.0 means a 100% yield; for example, 0.34 means a 34% yield).. Dataset: Reaction yield outcomes from USPTO patents with 853,638 reactions (1) The yield is 0.310. The product is [F:1][C:2]1[CH:3]=[C:4]([NH:9][C:10]([NH:12][C:13](=[O:22])[CH2:14][C:15]2[CH:16]=[CH:17][C:18]([F:21])=[CH:19][CH:20]=2)=[S:11])[CH:5]=[CH:6][C:7]=1[O:8][C:24]1[CH:25]2[S:32][CH:31]=[C:30]([CH3:33])[CH:26]2[N:27]=[CH:28][N:29]=1. The catalyst is CC#N. The reactants are [F:1][C:2]1[CH:3]=[C:4]([NH:9][C:10]([NH:12][C:13](=[O:22])[CH2:14][C:15]2[CH:20]=[CH:19][C:18]([F:21])=[CH:17][CH:16]=2)=[S:11])[CH:5]=[CH:6][C:7]=1[OH:8].Cl[C:24]1[C:25]2[S:32][CH:31]=[C:30]([CH3:33])[C:26]=2[N:27]=[CH:28][N:29]=1.N12CCN(CC1)CC2. (2) The reactants are [Cl:1][C:2]1[CH:3]=[CH:4][C:5]([C:26](OC)=[O:27])=[C:6]2[C:10]=1[N:9]=[C:8]1[N:11]([C:15]3[C:16]([O:24][CH3:25])=[N:17][C:18]([CH3:23])=[N:19][C:20]=3[O:21][CH3:22])[CH2:12][CH2:13][CH2:14][N:7]21.[BH4-].[Li+].CC(OI1(OC(C)=O)(OC(C)=O)OC(=O)C2C=CC=CC1=2)=O. The catalyst is O1CCCC1.C(OCC)(=O)C. The product is [Cl:1][C:2]1[CH:3]=[CH:4][C:5]([CH:26]=[O:27])=[C:6]2[C:10]=1[N:9]=[C:8]1[N:11]([C:15]3[C:16]([O:24][CH3:25])=[N:17][C:18]([CH3:23])=[N:19][C:20]=3[O:21][CH3:22])[CH2:12][CH2:13][CH2:14][N:7]21. The yield is 0.750. (3) The reactants are [CH3:1][C@H:2]([CH2:9][CH:10]=[O:11])[CH2:3][CH2:4][CH:5]=[C:6]([CH3:8])[CH3:7].C(N([CH2:17][CH3:18])CC)C.C([O:22][CH2:23][CH3:24])(=O)C. The catalyst is C(O)C.[Br-].C([N+]1C(C)=C(CCO)SC=1)C. The product is [OH:11][CH:10]([CH2:9][C@@H:2]([CH3:1])[CH2:3][CH2:4][CH:5]=[C:6]([CH3:7])[CH3:8])[C:23](=[O:22])[CH2:24][C@@H:17]([CH3:18])[CH2:5][CH2:4][CH:3]=[C:2]([CH3:9])[CH3:1]. The yield is 0.750. (4) The reactants are [CH3:1][C:2]1[N:3]=[CH:4][NH:5][CH:6]=1.C(#N)C.C(N(CC)CC)C.[F:17][C:18]1[CH:26]=[CH:25][CH:24]=[CH:23][C:19]=1[C:20](Cl)=[O:21]. No catalyst specified. The product is [F:17][C:18]1[CH:26]=[CH:25][CH:24]=[CH:23][C:19]=1[C:20]([C:4]1[NH:5][CH:6]=[C:2]([CH3:1])[N:3]=1)=[O:21]. The yield is 0.670. (5) The reactants are [OH:1][CH2:2][C:3]1[CH:8]=[CH:7][C:6]([NH:9][C:10](=[O:13])[CH:11]=[CH2:12])=[CH:5][CH:4]=1.[OH:14][C:15]([C:32]1[S:33][CH:34]=[CH:35][CH:36]=1)([C:27]1[S:28][CH:29]=[CH:30][CH:31]=1)[C:16]([O:18][C@H:19]1[CH2:24][CH2:23][C@H:22]([NH:25][CH3:26])[CH2:21][CH2:20]1)=[O:17]. The catalyst is O1CCCC1. The product is [OH:14][C:15]([C:27]1[S:28][CH:29]=[CH:30][CH:31]=1)([C:32]1[S:33][CH:34]=[CH:35][CH:36]=1)[C:16]([O:18][C@H:19]1[CH2:20][CH2:21][C@H:22]([N:25]([CH2:12][CH2:11][C:10]([NH:9][C:6]2[CH:5]=[CH:4][C:3]([CH2:2][OH:1])=[CH:8][CH:7]=2)=[O:13])[CH3:26])[CH2:23][CH2:24]1)=[O:17]. The yield is 0.340. (6) The reactants are [CH2:1]([N:5]1[N:9]=[C:8]([C:10]2[CH:15]=[CH:14][C:13]([F:16])=[CH:12][CH:11]=2)[CH:7]=[N:6]1)[CH2:2][C:3]#[CH:4].Br[C:18]1[CH:23]=[CH:22][CH:21]=[C:20]([CH2:24][F:25])[N:19]=1. No catalyst specified. The product is [F:25][CH2:24][C:20]1[CH:21]=[CH:22][CH:23]=[C:18]([C:4]#[C:3][CH2:2][CH2:1][N:5]2[N:9]=[C:8]([C:10]3[CH:11]=[CH:12][C:13]([F:16])=[CH:14][CH:15]=3)[CH:7]=[N:6]2)[N:19]=1. The yield is 0.450. (7) The reactants are [CH3:1][S:2](Cl)(=[O:4])=[O:3].[Cl:6][C:7]1[CH:12]=[CH:11][C:10]([CH:13]([NH:18][C:19](=[O:25])[O:20][C:21]([CH3:24])([CH3:23])[CH3:22])[CH2:14][CH2:15][CH2:16][OH:17])=[CH:9][CH:8]=1.C(N(CC)CC)C. The catalyst is C(Cl)Cl. The product is [CH3:1][S:2]([O:17][CH2:16][CH2:15][CH2:14][CH:13]([NH:18][C:19]([O:20][C:21]([CH3:22])([CH3:24])[CH3:23])=[O:25])[C:10]1[CH:11]=[CH:12][C:7]([Cl:6])=[CH:8][CH:9]=1)(=[O:4])=[O:3]. The yield is 1.00.